This data is from Catalyst prediction with 721,799 reactions and 888 catalyst types from USPTO. The task is: Predict which catalyst facilitates the given reaction. (1) Reactant: [CH2:1]([S:3](Cl)(=[O:5])=[O:4])[CH3:2].[NH2:7][C:8]1[CH:28]=[CH:27][C:11]([O:12][C:13]2[CH:18]=[C:17]([Cl:19])[CH:16]=[CH:15][C:14]=2[NH:20][CH2:21][C:22]([O:24]CC)=[O:23])=[C:10]([Cl:29])[CH:9]=1.N1C=CC=CC=1. Product: [Cl:19][C:17]1[CH:16]=[CH:15][C:14]([NH:20][CH2:21][C:22]([OH:24])=[O:23])=[C:13]([O:12][C:11]2[CH:27]=[CH:28][C:8]([NH:7][S:3]([CH2:1][CH3:2])(=[O:5])=[O:4])=[CH:9][C:10]=2[Cl:29])[CH:18]=1. The catalyst class is: 2. (2) Reactant: [CH2:1]([O:8][C:9]([NH:11][C@@H:12]([CH3:16])[C:13]([OH:15])=[O:14])=[O:10])[C:2]1[CH:7]=[CH:6][CH:5]=[CH:4][CH:3]=1.[H-].[Na+].CS(O[CH2:24][CH2:25][S:26]([CH3:29])(=[O:28])=[O:27])(=O)=O. Product: [CH2:1]([O:8][C:9]([N:11]([CH2:24][CH2:25][S:26]([CH3:29])(=[O:28])=[O:27])[C@@H:12]([CH3:16])[C:13]([OH:15])=[O:14])=[O:10])[C:2]1[CH:3]=[CH:4][CH:5]=[CH:6][CH:7]=1. The catalyst class is: 1.